This data is from Full USPTO retrosynthesis dataset with 1.9M reactions from patents (1976-2016). The task is: Predict the reactants needed to synthesize the given product. (1) Given the product [CH3:6][C:7]1[CH2:2][CH2:11][C@@H:10]([C:15]([CH3:16])=[CH2:14])[CH2:9][CH:8]=1.[C:18]([O:19][CH:34]([CH3:39])[CH3:35])(=[O:27])[CH2:17][CH2:16][CH2:15][CH2:10][CH2:9][CH2:8][CH2:7][CH2:2][CH2:11][CH2:12][CH2:13][CH2:14][CH3:21], predict the reactants needed to synthesize it. The reactants are: C[C@@:2]12[C@H:11]3[CH2:12][CH2:13][C@:14]4([CH3:21])[C:18](=[O:19])[C@H:17](F)[CH2:16][C@H:15]4[C@@H:10]3[CH2:9][CH:8]=[C:7]1[CH2:6]CCC2.C(Cl)([O:27]C(F)F)C(F)(F)F.CN[C:34]1(C2C=CC=CC=2Cl)[C:39](=O)CCC[CH2:35]1.CC1C=CC=C(C)C=1NC1SCCCN=1. (2) Given the product [CH3:1][O:2][C:3]([C:5]1[S:6][C:7]([C:11]([OH:20])=[O:12])=[CH:8][C:9]=1[CH3:10])=[O:4], predict the reactants needed to synthesize it. The reactants are: [CH3:1][O:2][C:3]([C:5]1[S:6][C:7]([CH:11]=[O:12])=[CH:8][C:9]=1[CH3:10])=[O:4].CC(=CC)C.[Cl-].[Na+].[O:20]1CCOCC1. (3) Given the product [NH2:3][C:4]1[N:9]=[CH:8][C:7]([C:10]2[CH:11]=[N:12][N:13]([C@H:15]3[CH2:19][N:18]([CH3:1])[C@H:17]([C:20]([NH:22][CH3:23])=[O:21])[CH2:16]3)[CH:14]=2)=[CH:6][C:5]=1[C:24]1[O:25][C:26]2[CH:32]=[CH:31][CH:30]=[CH:29][C:27]=2[N:28]=1, predict the reactants needed to synthesize it. The reactants are: [CH2:1]=O.[NH2:3][C:4]1[N:9]=[CH:8][C:7]([C:10]2[CH:11]=[N:12][N:13]([CH:15]3[CH2:19][NH:18][CH:17]([C:20]([NH:22][CH3:23])=[O:21])[CH2:16]3)[CH:14]=2)=[CH:6][C:5]=1[C:24]1[O:25][C:26]2[CH:32]=[CH:31][CH:30]=[CH:29][C:27]=2[N:28]=1.[Na].N. (4) Given the product [CH2:13]([N:9]([CH:10]([CH3:11])[CH3:12])[C:6]1[CH:5]=[CH:4][C:3]([NH:2][C:26]2[C:25](=[O:28])[CH:24]=[C:23]([N:18]([CH2:19][CH2:20][OH:29])[CH2:16][CH3:17])[C:22](=[O:21])[CH:27]=2)=[CH:8][CH:7]=1)[CH3:14], predict the reactants needed to synthesize it. The reactants are: Cl.[NH2:2][C:3]1[CH:8]=[CH:7][C:6]([N:9]([CH2:13][CH3:14])[CH:10]([CH3:12])[CH3:11])=[CH:5][CH:4]=1.Br.[CH2:16]([N:18]1[C:23]2[CH:24]=[C:25]([OH:28])[CH:26]=[CH:27][C:22]=2[O:21][CH2:20][CH2:19]1)[CH3:17].[OH:29]O. (5) Given the product [OH:34][C:28]([C:30]([F:33])([F:32])[F:31])=[O:29].[NH2:7][CH:8]1[CH2:9][N:10]([CH:12]2[CH2:13][CH2:14][C:15]([C:18]3[CH:19]=[N:20][C:21]([O:24][CH3:25])=[CH:22][CH:23]=3)([OH:26])[CH2:16][CH2:17]2)[CH2:11]1, predict the reactants needed to synthesize it. The reactants are: C(OC(=O)[NH:7][CH:8]1[CH2:11][N:10]([CH:12]2[CH2:17][CH2:16][C:15]([OH:26])([C:18]3[CH:19]=[N:20][C:21]([O:24][CH3:25])=[CH:22][CH:23]=3)[CH2:14][CH2:13]2)[CH2:9]1)(C)(C)C.[C:28]([OH:34])([C:30]([F:33])([F:32])[F:31])=[O:29]. (6) Given the product [CH3:31][C:30]1([C:32]2[CH:41]=[CH:40][C:39]3[C:38]([CH3:42])([CH3:43])[CH2:37][CH2:36][C:35]([CH3:44])([CH3:45])[C:34]=3[CH:33]=2)[C:26]2[CH:25]=[C:20]([C:21]([O:23][CH3:24])=[O:22])[CH:19]=[CH:18][C:27]=2[O:28][CH2:29]1, predict the reactants needed to synthesize it. The reactants are: C(N(CCCC)CCCC)CCC.C(O)=O.I[C:18]1[CH:19]=[C:20]([CH:25]=[CH:26][C:27]=1[O:28][CH:29]=[C:30]([C:32]1[CH:41]=[CH:40][C:39]2[C:38]([CH3:43])([CH3:42])[CH2:37][CH2:36][C:35]([CH3:45])([CH3:44])[C:34]=2[CH:33]=1)[CH3:31])[C:21]([O:23][CH3:24])=[O:22]. (7) Given the product [PH:12](=[O:16])([O:11][CH2:9][C:10]1[CH:24]=[CH:25][CH:26]=[CH:27][CH:28]=1)[O:13][CH2:14][C:15]1[CH:28]=[CH:27][CH:26]=[CH:25][CH:24]=1, predict the reactants needed to synthesize it. The reactants are: [O-]S(C(F)(F)F)(=O)=O.[CH2:9]([O:11][P:12](C(C)(C)CN)(=[O:16])[O:13][CH2:14][CH3:15])[CH3:10].N1[C:27]([CH3:28])=[CH:26][CH:25]=[CH:24]C=1C.C(=O)([O-])[O-].[Cs+].[Cs+]. (8) Given the product [Br:1][C:2]1[CH:3]=[C:4]2[C:8](=[C:9]([C:11]([NH2:27])=[O:12])[CH:10]=1)[NH:7][CH:6]=[C:5]2[CH:14]1[CH2:18][CH2:17][S:16](=[O:20])(=[O:19])[CH2:15]1, predict the reactants needed to synthesize it. The reactants are: [Br:1][C:2]1[CH:3]=[C:4]2[C:8](=[C:9]([C:11](O)=[O:12])[CH:10]=1)[NH:7][CH:6]=[C:5]2[CH:14]1[CH2:18][CH2:17][S:16](=[O:20])(=[O:19])[CH2:15]1.C1C=CC2N(O)N=[N:27]C=2C=1.N.O1CCOCC1. (9) The reactants are: Br[C:2]1[N:3]=[C:4]([C@@H:12]2[CH2:16][CH2:15][CH2:14][N:13]2[C:17](=[O:20])[CH:18]=[CH2:19])[N:5]2[CH:10]=[CH:9][N:8]=[C:7]([CH3:11])[C:6]=12.[CH3:21][O:22][C:23]1[CH:28]=[CH:27][N:26]=[C:25]([NH:29][C:30](=[O:46])[C:31]2[CH:36]=[CH:35][C:34](B3OC(C)(C)C(C)(C)O3)=[CH:33][CH:32]=2)[CH:24]=1. Given the product [C:17]([N:13]1[CH2:14][CH2:15][CH2:16][C@H:12]1[C:4]1[N:5]2[CH:10]=[CH:9][N:8]=[C:7]([CH3:11])[C:6]2=[C:2]([C:34]2[CH:35]=[CH:36][C:31]([C:30]([NH:29][C:25]3[CH:24]=[C:23]([O:22][CH3:21])[CH:28]=[CH:27][N:26]=3)=[O:46])=[CH:32][CH:33]=2)[N:3]=1)(=[O:20])[CH:18]=[CH2:19], predict the reactants needed to synthesize it. (10) The reactants are: [C:1]([O:5][C:6](=[O:27])[NH:7][CH2:8][C@@H:9](C1C(=O)C2C(=CC=CC=2)C1=O)[C:10]1[CH:15]=[CH:14][CH:13]=[CH:12][CH:11]=1)([CH3:4])([CH3:3])[CH3:2].[NH2:28]N. Given the product [C:1]([O:5][C:6](=[O:27])[NH:7][CH2:8][C@@H:9]([NH2:28])[C:10]1[CH:15]=[CH:14][CH:13]=[CH:12][CH:11]=1)([CH3:4])([CH3:3])[CH3:2], predict the reactants needed to synthesize it.